This data is from Peptide-MHC class I binding affinity with 185,985 pairs from IEDB/IMGT. The task is: Regression. Given a peptide amino acid sequence and an MHC pseudo amino acid sequence, predict their binding affinity value. This is MHC class I binding data. (1) The peptide sequence is SLREWLLRI. The MHC is HLA-A33:01 with pseudo-sequence HLA-A33:01. The binding affinity (normalized) is 0.00219. (2) The peptide sequence is SIRFHIKEL. The MHC is HLA-A02:01 with pseudo-sequence HLA-A02:01. The binding affinity (normalized) is 0.321.